This data is from Forward reaction prediction with 1.9M reactions from USPTO patents (1976-2016). The task is: Predict the product of the given reaction. (1) Given the reactants [CH3:1][CH:2]([C:4]1[N:9]=[C:8]([N:10]([S:12]([CH3:15])(=[O:14])=[O:13])[CH3:11])[N:7]=[C:6]([C:16]2[CH:17]=[CH:18][C:19]([F:22])=[CH:20][CH:21]=2)[C:5]=1/[CH:23]=[CH:24]/[C@@H:25]([OH:33])[CH2:26][C@@H:27]([OH:32])[CH2:28][C:29]([OH:31])=[O:30])[CH3:3].[K].[Ca:35].[Cl-].[Ca+2].[Cl-].C([O-])(=O)C.[Ca+2].C([O-])(=O)C.[OH-].[Ca+2].[OH-], predict the reaction product. The product is: [CH3:1][CH:2]([CH3:3])[C:4]1[C:5](/[CH:23]=[CH:24]/[C@H:25]([CH2:26][C@H:27]([CH2:28][C:29]([O-:31])=[O:30])[OH:32])[OH:33])=[C:6]([C:16]2[CH:21]=[CH:20][C:19]([F:22])=[CH:18][CH:17]=2)[N:7]=[C:8]([N:10]([CH3:11])[S:12]([CH3:15])(=[O:13])=[O:14])[N:9]=1.[CH3:1][CH:2]([CH3:3])[C:4]1[C:5](/[CH:23]=[CH:24]/[C@H:25]([CH2:26][C@H:27]([CH2:28][C:29]([O-:31])=[O:30])[OH:32])[OH:33])=[C:6]([C:16]2[CH:21]=[CH:20][C:19]([F:22])=[CH:18][CH:17]=2)[N:7]=[C:8]([N:10]([CH3:11])[S:12]([CH3:15])(=[O:13])=[O:14])[N:9]=1.[Ca+2:35]. (2) Given the reactants [Cl:1][C:2]1[CH:7]=[CH:6][CH:5]=[CH:4][C:3]=1[C:8]1[C:16]2[O:15][CH:14]([CH2:17][NH:18]C(=O)OCC3C=CC=CC=3)[CH2:13][C:12]=2[CH:11]=[CH:10][CH:9]=1.I[Si](C)(C)C.Cl, predict the reaction product. The product is: [Cl:1][C:2]1[CH:7]=[CH:6][CH:5]=[CH:4][C:3]=1[C:8]1[C:16]2[O:15][CH:14]([CH2:17][NH2:18])[CH2:13][C:12]=2[CH:11]=[CH:10][CH:9]=1. (3) Given the reactants C([N:4]1[CH2:13][CH2:12][C:11]2[C:6](=[C:7]([F:15])[CH:8]=[CH:9][C:10]=2[CH3:14])[CH:5]1[C:16]([O:18]CC)=[O:17])(=O)C.[ClH:21], predict the reaction product. The product is: [ClH:21].[CH3:14][C:10]1[CH:9]=[CH:8][C:7]([F:15])=[C:6]2[C:11]=1[CH2:12][CH2:13][NH:4][CH:5]2[C:16]([OH:18])=[O:17]. (4) Given the reactants [NH2:1][C:2]1[S:3][CH:4]=[C:5]2[C:10]=1[C:9](=[O:11])[N:8]([C:12]1[CH:17]=[CH:16][C:15]([Cl:18])=[CH:14][CH:13]=1)[N:7]=[C:6]2[C:19]([O:21][CH2:22][CH3:23])=[O:20].[C:24](=O)([O-])[O-].[K+].[K+].IC, predict the reaction product. The product is: [Cl:18][C:15]1[CH:14]=[CH:13][C:12]([N:8]2[C:9](=[O:11])[C:10]3=[C:2]([NH:1][CH3:24])[S:3][CH:4]=[C:5]3[C:6]([C:19]([O:21][CH2:22][CH3:23])=[O:20])=[N:7]2)=[CH:17][CH:16]=1. (5) Given the reactants Br[C:2]1[CH:3]=[CH:4][C:5]([F:8])=[N:6][CH:7]=1.C(=O)=O.CC(C)=O.C([Li])CCC.[CH3:21][C:22]1([CH3:25])[CH2:24][O:23]1, predict the reaction product. The product is: [F:8][C:5]1[N:6]=[CH:7][C:2]([CH2:21][C:22]([CH3:25])([OH:23])[CH3:24])=[CH:3][CH:4]=1. (6) Given the reactants [NH2:1]/[C:2](=[N:27]\[O:28][C:29](OCC)=[O:30])/[CH2:3][N:4]1[C:13]2[C:8](=[CH:9][CH:10]=[CH:11][CH:12]=2)[CH2:7][CH:6]([NH:14][C:15]([C:17]2[NH:21][C:20]3[S:22][C:23]([Cl:25])=[CH:24][C:19]=3[CH:18]=2)=[O:16])[C:5]1=[O:26], predict the reaction product. The product is: [Cl:25][C:23]1[S:22][C:20]2[NH:21][C:17]([C:15]([NH:14][CH:6]3[CH2:7][C:8]4[C:13](=[CH:12][CH:11]=[CH:10][CH:9]=4)[N:4]([CH2:3][C:2]4[NH:1][C:29](=[O:30])[O:28][N:27]=4)[C:5]3=[O:26])=[O:16])=[CH:18][C:19]=2[CH:24]=1. (7) Given the reactants [CH:1]1([C:4]2[CH:10]=[CH:9][C:7]([NH2:8])=[C:6]([N+:11]([O-])=O)[CH:5]=2)[CH2:3][CH2:2]1.[Cl-].[NH4+], predict the reaction product. The product is: [CH:1]1([C:4]2[CH:5]=[C:6]([NH2:11])[C:7]([NH2:8])=[CH:9][CH:10]=2)[CH2:3][CH2:2]1.